Dataset: Peptide-MHC class II binding affinity with 134,281 pairs from IEDB. Task: Regression. Given a peptide amino acid sequence and an MHC pseudo amino acid sequence, predict their binding affinity value. This is MHC class II binding data. (1) The peptide sequence is EDLVRAYHSMSSTHE. The MHC is DRB1_1101 with pseudo-sequence DRB1_1101. The binding affinity (normalized) is 0.510. (2) The peptide sequence is GELRIVDKIDAAFKI. The MHC is DRB1_0401 with pseudo-sequence DRB1_0401. The binding affinity (normalized) is 0.557.